From a dataset of Reaction yield outcomes from USPTO patents with 853,638 reactions. Predict the reaction yield, written as a fraction of the theoretical maximum amount of product (1.0 means a 100% yield; for example, 0.34 means a 34% yield). (1) The reactants are [CH3:1][O:2][C:3](=[O:13])[C:4]1[CH:9]=[C:8]([OH:10])[C:7]([OH:11])=[C:6]([OH:12])[CH:5]=1.[CH3:14]OS(OC)(=O)=O.[OH-].[Na+].OS(O)(=O)=O. The catalyst is O. The product is [OH:12][C:6]1[CH:5]=[C:4]([CH:9]=[C:8]([O:10][CH3:14])[C:7]=1[OH:11])[C:3]([O:2][CH3:1])=[O:13]. The yield is 0.470. (2) The yield is 0.323. No catalyst specified. The reactants are [NH2:1][C:2]1[CH:3]=[CH:4][C:5]2[S:9][C:8]([CH3:10])=[N:7][C:6]=2[CH:11]=1.[C:12]1([N:18]2[C:28]3[C:23](=[CH:24][CH:25]=[CH:26][CH:27]=3)[C:21](=O)[C:19]2=[O:20])[CH:17]=[CH:16][CH:15]=[CH:14][CH:13]=1. The product is [CH3:10][C:8]1[S:9][C:5]2[CH:4]=[CH:3][C:2]([N:1]=[C:21]3[C:23]4[C:28](=[CH:27][CH:26]=[CH:25][CH:24]=4)[N:18]([C:12]4[CH:13]=[CH:14][CH:15]=[CH:16][CH:17]=4)[C:19]3=[O:20])=[CH:11][C:6]=2[N:7]=1. (3) The reactants are [O:1]1[CH2:5][CH2:4][O:3][CH:2]1[C:6]1[CH:7]=[CH:8][C:9]([C:12]2[S:20][C:19]3[C:14](=[N:15][CH:16]=[CH:17][C:18]=3[O:21][C:22]3[CH:28]=[CH:27][C:25]([NH2:26])=[CH:24][C:23]=3[F:29])[CH:13]=2)=[N:10][CH:11]=1.CCN([CH:36]([CH3:38])[CH3:37])C(C)C.CN(C(ON1N=N[C:49]2[CH:50]=[CH:51][CH:52]=N[C:48]1=2)=[N+](C)C)C.F[P-](F)(F)(F)(F)F.[CH3:63]O.[C:65](OCC)(=[O:67])C.C[N:72]([CH:74]=[O:75])C. No catalyst specified. The product is [O:1]1[CH2:5][CH2:4][O:3][CH:2]1[C:6]1[CH:7]=[CH:8][C:9]([C:12]2[S:20][C:19]3[C:14](=[N:15][CH:16]=[CH:17][C:18]=3[O:21][C:22]3[CH:28]=[CH:27][C:25]([N:26]([C:48]4[CH:49]=[CH:50][CH:51]=[CH:52][CH:63]=4)[C:65]([C:36]4([C:74]([NH2:72])=[O:75])[CH2:37][CH2:38]4)=[O:67])=[CH:24][C:23]=3[F:29])[CH:13]=2)=[N:10][CH:11]=1. The yield is 0.340.